Dataset: Catalyst prediction with 721,799 reactions and 888 catalyst types from USPTO. Task: Predict which catalyst facilitates the given reaction. Reactant: [C:1]([O:6][CH:7]1[CH:14]2[CH2:15][CH:10]3[CH2:11]C(C[C:8]1(C(C)C)C3)C2)(=[O:5])[C:2]([CH3:4])=[CH2:3].C(OC1(C)CCCC1)(=O)C(C)=C.C(OC1CCOC1=O)(=O)C(C)=C.[C:44]([O:49][CH:50]1[CH2:58][CH:57]2[O:59][CH:51]1[CH:52]1[CH:56]2[C:55](=[O:60])[O:54][CH2:53]1)(=[O:48])[C:45]([CH3:47])=[CH2:46].[C:61]([O:66][C:67]12[CH2:76][CH:71]3[CH2:72][CH:73]([CH2:75][C:69]([OH:77])([CH2:70]3)[CH2:68]1)[CH2:74]2)(=[O:65])[C:62]([CH3:64])=[CH2:63]. Product: [C:1]([O:6][C:7]1([CH3:8])[CH2:14][CH2:15][CH2:10][CH2:11]1)(=[O:5])[C:2]([CH3:4])=[CH2:3].[C:44]([O:49][CH:50]1[CH2:58][CH:57]2[O:59][CH:51]1[CH:52]1[CH:56]2[C:55](=[O:60])[O:54][CH2:53]1)(=[O:48])[C:45]([CH3:47])=[CH2:46].[C:61]([O:66][C:67]12[CH2:74][CH:73]3[CH2:72][CH:71]([CH2:70][C:69]([OH:77])([CH2:75]3)[CH2:68]1)[CH2:76]2)(=[O:65])[C:62]([CH3:64])=[CH2:63]. The catalyst class is: 7.